From a dataset of Full USPTO retrosynthesis dataset with 1.9M reactions from patents (1976-2016). Predict the reactants needed to synthesize the given product. (1) Given the product [ClH:12].[Cl:12][C:11]1[CH:7]=[C:3]([C:4]([NH2:6])=[O:5])[C:1](=[NH:2])[N:15]([C@H:16]2[C:24]3[C:19](=[CH:20][CH:21]=[CH:22][CH:23]=3)[CH2:18][CH2:17]2)[CH:10]=1, predict the reactants needed to synthesize it. The reactants are: [C:1]([CH:3]([CH:7]1[C:11]([Cl:12])=[C:10](Cl)C(=O)O1)[C:4]([NH2:6])=[O:5])#[N:2].[NH2:15][C@H:16]1[C:24]2[C:19](=[CH:20][CH:21]=[CH:22][CH:23]=2)[CH2:18][CH2:17]1. (2) Given the product [Cl:36][C:37]1[C:42]([C:43]([N:4]([CH2:3][CH:2]([CH3:26])[CH3:1])[C@H:5]2[CH2:10][C@@H:9]([C:11]([N:13]3[CH2:18][CH2:17][O:16][CH2:15][CH2:14]3)=[O:12])[CH2:8][N:7]([C:19]([O:21][C:22]([CH3:23])([CH3:24])[CH3:25])=[O:20])[CH2:6]2)=[O:44])=[CH:41][N:40]=[C:39]2[CH:46]=[CH:47][S:48][C:38]=12, predict the reactants needed to synthesize it. The reactants are: [CH3:1][CH:2]([CH3:26])[CH2:3][NH:4][C@H:5]1[CH2:10][C@@H:9]([C:11]([N:13]2[CH2:18][CH2:17][O:16][CH2:15][CH2:14]2)=[O:12])[CH2:8][N:7]([C:19]([O:21][C:22]([CH3:25])([CH3:24])[CH3:23])=[O:20])[CH2:6]1.C(N(C(C)C)CC)(C)C.[Cl:36][C:37]1[C:42]([C:43](Cl)=[O:44])=[CH:41][N:40]=[C:39]2[CH:46]=[CH:47][S:48][C:38]=12.O. (3) The reactants are: C([O:3][C:4]([CH2:6][C:7]1[N:8]=[C:9]([SH:12])[S:10][CH:11]=1)=[O:5])C.O.[OH-].[Na+].[Cl:16][C:17]1[CH:18]=[C:19]([CH:33]=[CH:34][C:35]=1[Cl:36])[CH2:20][N:21]1[CH2:26][CH2:25][O:24][C@@H:23]([CH2:27][NH:28][C:29](=[O:32])[CH2:30]Cl)[CH2:22]1. Given the product [C:4]([CH2:6][C:7]1[N:8]=[C:9]([S:12][CH2:30][C:29]([NH:28][CH2:27][C@@H:23]2[O:24][CH2:25][CH2:26][N:21]([CH2:20][C:19]3[CH:33]=[CH:34][C:35]([Cl:36])=[C:17]([Cl:16])[CH:18]=3)[CH2:22]2)=[O:32])[S:10][CH:11]=1)([OH:3])=[O:5], predict the reactants needed to synthesize it. (4) Given the product [C:1]([C:5]1[C:6]([NH:14][C:24](=[O:25])[CH2:23][C:18]2[CH:19]=[CH:20][C:21]([Cl:22])=[C:16]([Cl:15])[CH:17]=2)=[N:7][N:8]2[CH:13]=[CH:12][CH:11]=[N:10][C:9]=12)([CH3:4])([CH3:2])[CH3:3], predict the reactants needed to synthesize it. The reactants are: [C:1]([C:5]1[C:6]([NH2:14])=[N:7][N:8]2[CH:13]=[CH:12][CH:11]=[N:10][C:9]=12)([CH3:4])([CH3:3])[CH3:2].[Cl:15][C:16]1[CH:17]=[C:18]([CH2:23][C:24](O)=[O:25])[CH:19]=[CH:20][C:21]=1[Cl:22].